From a dataset of Reaction yield outcomes from USPTO patents with 853,638 reactions. Predict the reaction yield, written as a fraction of the theoretical maximum amount of product (1.0 means a 100% yield; for example, 0.34 means a 34% yield). (1) The catalyst is [Br-].C([N+](CCCC)(CCCC)CCCC)CCC.ClCCl. The reactants are [OH-].[Na+].[CH2:3]([NH:10][C:11](=[O:19])[C:12]([CH2:17][Cl:18])([CH2:15][Cl:16])[CH2:13]Cl)[C:4]1[CH:9]=[CH:8][CH:7]=[CH:6][CH:5]=1. The product is [CH2:3]([N:10]1[CH2:13][C:12]([CH2:17][Cl:18])([CH2:15][Cl:16])[C:11]1=[O:19])[C:4]1[CH:9]=[CH:8][CH:7]=[CH:6][CH:5]=1. The yield is 1.00. (2) The reactants are [CH3:1][O:2][C:3](=[O:15])[C:4]1[CH:9]=[CH:8][C:7]([NH:10][CH2:11][CH2:12][OH:13])=[C:6]([NH2:14])[CH:5]=1.[CH:16](O)=O. No catalyst specified. The product is [CH3:1][O:2][C:3]([C:4]1[CH:9]=[CH:8][C:7]2[N:10]([CH2:11][CH2:12][OH:13])[CH:16]=[N:14][C:6]=2[CH:5]=1)=[O:15]. The yield is 0.780. (3) The reactants are [CH2:1]([C:5]1=[CH:6][N:7]([C:22]([CH3:25])([CH3:24])[CH3:23])[S:8]/[C:9]/1=[N:10]\[C:11](=O)[C:12]1[CH:17]=[C:16]([Cl:18])[CH:15]=[CH:14][C:13]=1[O:19][CH3:20])[CH2:2][CH2:3][CH3:4].P12(SP3(SP(SP(S3)(S1)=S)(=S)S2)=S)=[S:27]. The catalyst is C1(C)C=CC=CC=1. The product is [CH2:1]([C:5]1=[CH:6][N:7]([C:22]([CH3:25])([CH3:24])[CH3:23])[S:8]/[C:9]/1=[N:10]\[C:11]([C:12]1[CH:17]=[C:16]([Cl:18])[CH:15]=[CH:14][C:13]=1[O:19][CH3:20])=[S:27])[CH2:2][CH2:3][CH3:4]. The yield is 0.340. (4) The reactants are [N:1]([CH2:4][CH2:5][O:6][CH2:7][CH2:8][O:9][CH2:10][CH2:11][O:12][CH2:13][CH2:14][O:15][CH2:16][C:17]([OH:19])=O)=[N+:2]=[N-:3].CCN(C(C)C)C(C)C.CN(C(ON1N=NC2C=CC=CC1=2)=[N+](C)C)C.F[P-](F)(F)(F)(F)F.[CH3:53][C@@H:54]1[O:59][C@@H:58]([O:60][C@@H:61]2[C:66]3=[C:67]([OH:84])[C:68]4[C:80](=[O:81])[C:79]5[C:74](=[CH:75][CH:76]=[CH:77][C:78]=5[O:82][CH3:83])[C:72](=[O:73])[C:69]=4[C:70]([OH:71])=[C:65]3[CH2:64][C@@:63]([OH:89])([C:85]([CH2:87][OH:88])=[O:86])[CH2:62]2)[CH2:57][C@H:56]([NH2:90])[C@@H:55]1[OH:91]. The catalyst is CN(C=O)C.O.C(Cl)Cl. The product is [N:1]([CH2:4][CH2:5][O:6][CH2:7][CH2:8][O:9][CH2:10][CH2:11][O:12][CH2:13][CH2:14][O:15][CH2:16][C:17]([NH:90][C@H:56]1[CH2:57][C@H:58]([O:60][C@@H:61]2[C:66]3[C:65](=[C:70]([OH:71])[C:69]4[C:72](=[O:73])[C:74]5[C:79]([C:80](=[O:81])[C:68]=4[C:67]=3[OH:84])=[C:78]([O:82][CH3:83])[CH:77]=[CH:76][CH:75]=5)[CH2:64][C@@:63]([OH:89])([C:85](=[O:86])[CH2:87][OH:88])[CH2:62]2)[O:59][C@@H:54]([CH3:53])[C@H:55]1[OH:91])=[O:19])=[N+:2]=[N-:3]. The yield is 0.700. (5) The product is [CH2:1]([O:8][C:9]([N:11]1[CH2:15][C:14](=[CH2:16])[C@:13]([NH:23][C:45]([O:47][C:48]([CH3:51])([CH3:50])[CH3:49])=[O:46])([CH3:20])[CH2:12]1)=[O:10])[C:2]1[CH:3]=[CH:4][CH:5]=[CH:6][CH:7]=1. The reactants are [CH2:1]([O:8][C:9]([N:11]1[CH2:15][C:14](=[CH2:16])[C@@:13]([CH3:20])(C(O)=O)[CH2:12]1)=[O:10])[C:2]1[CH:7]=[CH:6][CH:5]=[CH:4][CH:3]=1.C([N:23](CC)CC)C.C1(P(N=[N+]=[N-])(C2C=CC=CC=2)=O)C=CC=CC=1.[C:45](O[C:45]([O:47][C:48]([CH3:51])([CH3:50])[CH3:49])=[O:46])([O:47][C:48]([CH3:51])([CH3:50])[CH3:49])=[O:46]. The yield is 0.620. The catalyst is C1(C)C=CC=CC=1. (6) The yield is 0.701. The reactants are [O:1]([C:8]1[CH:15]=[CH:14][C:11](C=O)=[C:10]([B:16]2[O:20][C:19](C)(C)C(C)(C)[O:17]2)[CH:9]=1)[C:2]1[CH:7]=[CH:6][CH:5]=[CH:4][CH:3]=1.Br[CH2:26][C:27]([O:29][CH2:30][CH3:31])=[O:28]. The catalyst is [Zn].[NH4+].[Cl-]. The product is [CH2:30]([O:29][C:27](=[O:28])[CH2:26][CH:19]1[O:20][B:16]([OH:17])[C:10]2[CH:9]=[C:8]([O:1][C:2]3[CH:3]=[CH:4][CH:5]=[CH:6][CH:7]=3)[CH:15]=[CH:14][C:11]1=2)[CH3:31]. (7) The reactants are [CH2:1]([O:8][C:9]1[CH:27]=[C:26]([CH2:28][CH3:29])[CH:25]=[CH:24][C:10]=1[O:11][C:12]1[CH:17]=[CH:16][C:15]([NH:18][CH2:19][CH2:20][CH2:21][NH2:22])=[CH:14][C:13]=1[F:23])[C:2]1[CH:7]=[CH:6][CH:5]=[CH:4][CH:3]=1.[C:30](OC(=O)C)(=[O:32])[CH3:31]. The catalyst is ClCCl.O. The product is [C:30]([N:18]([C:15]1[CH:16]=[CH:17][C:12]([O:11][C:10]2[CH:24]=[CH:25][C:26]([CH2:28][CH3:29])=[CH:27][C:9]=2[O:8][CH2:1][C:2]2[CH:3]=[CH:4][CH:5]=[CH:6][CH:7]=2)=[C:13]([F:23])[CH:14]=1)[CH2:19][CH2:20][CH2:21][NH2:22])(=[O:32])[CH3:31]. The yield is 0.754.